This data is from Forward reaction prediction with 1.9M reactions from USPTO patents (1976-2016). The task is: Predict the product of the given reaction. (1) Given the reactants [CH3:1][C:2]1([CH3:14])[C:11]2[C:6](=[CH:7][CH:8]=[C:9]([CH3:12])[CH:10]=2)[C:5](=[O:13])[CH2:4][CH2:3]1.[Cl-].[Al+3].[Cl-].[Cl-].[Br:19]Br.Cl, predict the reaction product. The product is: [Br:19][C:8]1[CH:7]=[C:6]2[C:11]([C:2]([CH3:14])([CH3:1])[CH2:3][CH2:4][C:5]2=[O:13])=[CH:10][C:9]=1[CH3:12]. (2) Given the reactants [C:1]([CH2:3][C:4]1([N:17]2[CH:21]=[C:20]([C:22]3[CH:27]=[CH:26][N:25]=[C:24]4[N:28](COCC[Si](C)(C)C)[CH:29]=[CH:30][C:23]=34)[CH:19]=[N:18]2)[CH2:7][N:6]([C:8]2[N:9]=[CH:10][C:11]([C:14]([OH:16])=O)=[N:12][CH:13]=2)[CH2:5]1)#[N:2].[F:39][C:40]([F:44])([F:43])[CH2:41][NH2:42], predict the reaction product. The product is: [C:1]([CH2:3][C:4]1([N:17]2[CH:21]=[C:20]([C:22]3[CH:27]=[CH:26][N:25]=[C:24]4[NH:28][CH:29]=[CH:30][C:23]=34)[CH:19]=[N:18]2)[CH2:7][N:6]([C:8]2[N:9]=[CH:10][C:11]([C:14]([NH:42][CH2:41][C:40]([F:44])([F:43])[F:39])=[O:16])=[N:12][CH:13]=2)[CH2:5]1)#[N:2]. (3) Given the reactants [CH3:1][C:2]1[CH:3]=[CH:4][C:5]([N:8]([C:16]([O:18][C:19]([CH3:22])([CH3:21])[CH3:20])=[O:17])[C:9]([O:11][C:12]([CH3:15])([CH3:14])[CH3:13])=[O:10])=[N:6][CH:7]=1.C1C(=O)N([Br:30])C(=O)C1.C(OOC(=O)C1C=CC=CC=1)(=O)C1C=CC=CC=1, predict the reaction product. The product is: [C:12]([O:11][C:9]([N:8]([C:5]1[CH:4]=[CH:3][C:2]([CH2:1][Br:30])=[CH:7][N:6]=1)[C:16]([O:18][C:19]([CH3:22])([CH3:21])[CH3:20])=[O:17])=[O:10])([CH3:15])([CH3:13])[CH3:14]. (4) Given the reactants [CH3:1][O:2][C:3](=[O:21])[CH:4]=[CH:5][C:6]1[CH:11]=[CH:10][CH:9]=[C:8]([CH2:12][NH:13][S:14]([CH2:17][N:18]=[N+:19]=[N-:20])(=[O:16])=[O:15])[CH:7]=1.CCN(C(C)C)C(C)C.[C:31]([C:33]1[CH:38]=[CH:37][CH:36]=[CH:35][CH:34]=1)#[CH:32].[Na], predict the reaction product. The product is: [CH3:1][O:2][C:3](=[O:21])[CH:4]=[CH:5][C:6]1[CH:11]=[CH:10][CH:9]=[C:8]([CH2:12][NH:13][S:14]([CH2:17][N:18]2[CH:32]=[C:31]([C:33]3[CH:38]=[CH:37][CH:36]=[CH:35][CH:34]=3)[N:20]=[N:19]2)(=[O:15])=[O:16])[CH:7]=1.